From a dataset of Reaction yield outcomes from USPTO patents with 853,638 reactions. Predict the reaction yield, written as a fraction of the theoretical maximum amount of product (1.0 means a 100% yield; for example, 0.34 means a 34% yield). (1) The reactants are [Cl:1][C:2]1[N:7]=[C:6]([C:8]([OH:10])=O)[CH:5]=[CH:4][CH:3]=1.[Cl-].[NH4+].CC[N:15](C(C)C)C(C)C.C1C2C3C(=O)N(O)C(=O)C3C1C=C2.CN(C(ON1N=NC2C=CC=CC1=2)=[N+](C)C)C.F[P-](F)(F)(F)(F)F. The catalyst is CN(C=O)C. The product is [Cl:1][C:2]1[N:7]=[C:6]([C:8]([NH2:15])=[O:10])[CH:5]=[CH:4][CH:3]=1. The yield is 0.940. (2) The reactants are [OH:1][CH2:2][C:3]1[CH:18]=[CH:17][C:6]([CH2:7][CH2:8][NH:9][C:10](=[O:16])[O:11][C:12]([CH3:15])([CH3:14])[CH3:13])=[CH:5][CH:4]=1.C(N(CC)C(C)C)(C)C.[CH3:28][S:29](Cl)(=[O:31])=[O:30].C(OCC)(=O)C. The catalyst is O1CCCC1.[Cl-].[Na+].O. The product is [CH3:28][S:29]([O:1][CH2:2][C:3]1[CH:18]=[CH:17][C:6]([CH2:7][CH2:8][NH:9][C:10]([O:11][C:12]([CH3:15])([CH3:13])[CH3:14])=[O:16])=[CH:5][CH:4]=1)(=[O:31])=[O:30]. The yield is 1.00. (3) The reactants are Br[C:2]1[CH:3]=[C:4]([C:7]([O:9][CH3:10])=[O:8])[O:5][CH:6]=1.C([O-])([O-])=O.[Na+].[Na+].[CH2:17]([N:19]1[C:23](B2OC(C)(C)C(C)(C)O2)=[CH:22][CH:21]=[N:20]1)[CH3:18]. The catalyst is C1COCC1.C1C=CC(P(C2C=CC=CC=2)[C-]2C=CC=C2)=CC=1.C1C=CC(P(C2C=CC=CC=2)[C-]2C=CC=C2)=CC=1.Cl[Pd]Cl.[Fe+2]. The product is [CH2:17]([N:19]1[C:23]([C:2]2[CH:3]=[C:4]([C:7]([O:9][CH3:10])=[O:8])[O:5][CH:6]=2)=[CH:22][CH:21]=[N:20]1)[CH3:18]. The yield is 0.745. (4) The reactants are Cl[C:2]1[CH:7]=[CH:6][C:5]([I:8])=[CH:4][N:3]=1.C(N(C(C)C)CC)(C)C.[NH:18]1[CH2:23][CH2:22][NH:21][CH2:20][CH2:19]1. The catalyst is CC(N(C)C)=O. The product is [I:8][C:5]1[CH:6]=[CH:7][C:2]([N:18]2[CH2:23][CH2:22][NH:21][CH2:20][CH2:19]2)=[N:3][CH:4]=1. The yield is 0.820. (5) The reactants are CO[C:3]1[CH:4]=C2C(=C[CH:12]=1)C=NC(C(O)=O)=C2.C[O:17][C:18]([CH:20]1[CH2:29][C:28]2[C:23](=[CH:24][CH:25]=[C:26]([OH:30])[CH:27]=2)[CH2:22][N:21]1C(OC(C)(C)C)=O)=[O:19]. No catalyst specified. The product is [CH:3]([O:30][C:26]1[CH:27]=[C:28]2[C:23](=[CH:24][CH:25]=1)[CH2:22][NH:21][CH:20]([C:18]([OH:17])=[O:19])[CH2:29]2)([CH3:4])[CH3:12]. The yield is 0.0910.